Dataset: Catalyst prediction with 721,799 reactions and 888 catalyst types from USPTO. Task: Predict which catalyst facilitates the given reaction. (1) Reactant: [Br:1][C:2]1[CH:3]=[CH:4][C:5]([F:34])=[C:6]([C@:8]([NH:21][S:22]([C:25]2[CH:30]=[CH:29][CH:28]=[CH:27][C:26]=2[N+:31]([O-:33])=[O:32])(=[O:24])=[O:23])([CH3:20])[CH2:9][O:10][C@@:11]([CH3:19])([C:15]([F:18])([F:17])[F:16])[C:12]([NH2:14])=O)[CH:7]=1.FC(F)(F)C(OC(=O)C(F)(F)F)=O.C([O-])(O)=O.[Na+]. Product: [Br:1][C:2]1[CH:3]=[CH:4][C:5]([F:34])=[C:6]([C@:8]([NH:21][S:22]([C:25]2[CH:30]=[CH:29][CH:28]=[CH:27][C:26]=2[N+:31]([O-:33])=[O:32])(=[O:23])=[O:24])([CH3:20])[CH2:9][O:10][C@@:11]([C:12]#[N:14])([CH3:19])[C:15]([F:17])([F:18])[F:16])[CH:7]=1. The catalyst class is: 2. (2) Reactant: [NH2:1][C:2]1[N:10]=[CH:9][C:8]([Br:11])=[CH:7][C:3]=1[C:4](O)=O.[N:12]1[CH:17]=[CH:16][CH:15]=[C:14]([NH2:18])[C:13]=1[NH2:19].[OH-].[Na+]. Product: [Br:11][C:8]1[CH:7]=[C:3]([C:4]2[NH:18][C:14]3[C:13]([N:19]=2)=[N:12][CH:17]=[CH:16][CH:15]=3)[C:2]([NH2:1])=[N:10][CH:9]=1. The catalyst class is: 6. (3) Reactant: [CH3:1][C:2]1[CH:3]=[C:4]([NH2:19])[C:5]([NH:9][CH2:10][CH2:11][CH2:12][C:13]2[CH:18]=[CH:17][CH:16]=[CH:15][N:14]=2)=[CH:6][C:7]=1[CH3:8].O.[NH:21]1[C:29](=[O:30])[C:27](=O)[C:25](=O)[NH:24][C:22]1=[O:23].B(O)(O)O. The catalyst class is: 15. Product: [CH3:1][C:2]1[C:7]([CH3:8])=[CH:6][C:5]2[N:9]([CH2:10][CH2:11][CH2:12][C:13]3[CH:18]=[CH:17][CH:16]=[CH:15][N:14]=3)[C:25]3[C:27]([C:29](=[O:30])[NH:21][C:22](=[O:23])[N:24]=3)=[N:19][C:4]=2[CH:3]=1. (4) Reactant: [N:1]1[N:2]=[C:3]([C:6]2[C:11]3[NH:12][C:13](=O)[C:14]4[C:19]([C:10]=3[CH:9]=[CH:8][CH:7]=2)=[CH:18][N:17]=[CH:16][CH:15]=4)[NH:4][CH:5]=1.P(Cl)(Cl)([Cl:23])=O. Product: [Cl:23][C:13]1[C:14]2[C:19](=[CH:18][N:17]=[CH:16][CH:15]=2)[C:10]2[CH:9]=[CH:8][CH:7]=[C:6]([C:3]3[NH:4][CH:5]=[N:1][N:2]=3)[C:11]=2[N:12]=1. The catalyst class is: 10. (5) Reactant: [CH2:1]([O:4][C:5]1[CH:10]=[CH:9][CH:8]=[CH:7][C:6]=1[CH2:11][NH2:12])[CH:2]=[CH2:3].CCN(CC)CC.[C:20]([NH:27][C:28]([NH:37][C:38]([O:40][C:41]([CH3:44])([CH3:43])[CH3:42])=[O:39])=[N:29]S(C(F)(F)F)(=O)=O)([O:22][C:23]([CH3:26])([CH3:25])[CH3:24])=[O:21]. Product: [NH2:29][C:28]([NH2:37])=[NH:27].[CH3:44][C:41]([O:40][C:38]([NH:37][CH:28]([NH:12][CH2:11][C:6]1[CH:7]=[CH:8][CH:9]=[CH:10][C:5]=1[O:4][CH2:1][CH2:2][CH3:3])[NH:27][C:20](=[O:21])[O:22][C:23]([CH3:26])([CH3:25])[CH3:24])=[O:39])([CH3:42])[CH3:43]. The catalyst class is: 2.